From a dataset of Reaction yield outcomes from USPTO patents with 853,638 reactions. Predict the reaction yield, written as a fraction of the theoretical maximum amount of product (1.0 means a 100% yield; for example, 0.34 means a 34% yield). (1) The reactants are C1(P(C2C=CC=CC=2)C2C=CC=CC=2)C=CC=CC=1.CC(OC(/N=N/C(OC(C)C)=O)=O)C.[OH:34][C:35]1[CH:36]=[C:37]([CH:41]=[CH:42][CH:43]=1)[C:38]([NH2:40])=[O:39].C(N(CC)CC)C.[CH2:51](O)[CH2:52][CH2:53][CH2:54]/[CH:55]=[CH:56]\[CH2:57][CH2:58][CH2:59][CH3:60]. The catalyst is C1COCC1. The product is [CH2:51]([O:34][C:35]1[CH:36]=[C:37]([C:38]([NH2:40])=[O:39])[CH:41]=[CH:42][CH:43]=1)[CH2:52][CH2:53][CH2:54]/[CH:55]=[CH:56]\[CH2:57][CH2:58][CH2:59][CH3:60]. The yield is 0.710. (2) The reactants are [C:1]([O:9][C@@H:10]1[C@H:14]([O:15][C:16](=[O:23])[C:17]2[CH:22]=[CH:21][CH:20]=[CH:19][CH:18]=2)[C@@H:13]([C:24]([NH:26][CH2:27][CH3:28])=[O:25])[O:12][C@H:11]1[N:29]1[CH:37]=[N:36][C:35]2[C:30]1=[N:31][C:32]([I:39])=[N:33][C:34]=2Cl)(=[O:8])[C:2]1[CH:7]=[CH:6][CH:5]=[CH:4][CH:3]=1.[CH2:40]([CH:47]([CH2:50][C:51]1[CH:56]=[CH:55][CH:54]=[CH:53][CH:52]=1)[CH2:48][NH2:49])[C:41]1[CH:46]=[CH:45][CH:44]=[CH:43][CH:42]=1. The catalyst is C(O)(C)C. The product is [C:1]([O:9][C@@H:10]1[C@H:14]([O:15][C:16](=[O:23])[C:17]2[CH:22]=[CH:21][CH:20]=[CH:19][CH:18]=2)[C@@H:13]([C:24]([NH:26][CH2:27][CH3:28])=[O:25])[O:12][C@H:11]1[N:29]1[CH:37]=[N:36][C:35]2[C:30]1=[N:31][C:32]([I:39])=[N:33][C:34]=2[NH:49][CH2:48][CH:47]([CH2:50][C:51]1[CH:56]=[CH:55][CH:54]=[CH:53][CH:52]=1)[CH2:40][C:41]1[CH:46]=[CH:45][CH:44]=[CH:43][CH:42]=1)(=[O:8])[C:2]1[CH:7]=[CH:6][CH:5]=[CH:4][CH:3]=1. The yield is 0.830. (3) The reactants are [Cl:1][C:2]1[CH:3]=[C:4]([CH:8]([C:16]2([OH:22])[CH2:21][CH2:20][CH2:19][CH2:18][CH2:17]2)[CH2:9][N:10]2[CH2:15][CH2:14][NH:13][CH2:12][CH2:11]2)[CH:5]=[CH:6][CH:7]=1.[CH3:23][O:24][C:25]1[CH:26]=[C:27]2[C:32](=[CH:33][CH:34]=1)[CH:31]=[C:30]([CH:35]=O)[CH:29]=[CH:28]2.C(O[BH-](OC(=O)C)OC(=O)C)(=O)C.[Na+]. The catalyst is ClC(Cl)C. The product is [ClH:1].[ClH:1].[Cl:1][C:2]1[CH:3]=[C:4]([CH:8]([C:16]2([OH:22])[CH2:17][CH2:18][CH2:19][CH2:20][CH2:21]2)[CH2:9][N:10]2[CH2:15][CH2:14][N:13]([CH2:35][C:30]3[CH:29]=[CH:28][C:27]4[C:32](=[CH:33][CH:34]=[C:25]([O:24][CH3:23])[CH:26]=4)[CH:31]=3)[CH2:12][CH2:11]2)[CH:5]=[CH:6][CH:7]=1. The yield is 0.640.